Dataset: Forward reaction prediction with 1.9M reactions from USPTO patents (1976-2016). Task: Predict the product of the given reaction. (1) Given the reactants [CH3:1][O:2][C:3]1[CH:4]=[C:5]2[C:10](=[CH:11][CH:12]=1)[N:9]=[CH:8][NH:7][C:6]2=O.O=P(Cl)(Cl)[Cl:16].[OH-].[Na+], predict the reaction product. The product is: [Cl:16][C:6]1[C:5]2[C:10](=[CH:11][CH:12]=[C:3]([O:2][CH3:1])[CH:4]=2)[N:9]=[CH:8][N:7]=1. (2) Given the reactants [CH3:1][S:2]([C:5]1[CH:6]=[CH:7][C:8]2[N:12]=[C:11]([C:13]3[CH:18]=[CH:17][C:16](B(O)O)=[CH:15][CH:14]=3)[NH:10][C:9]=2[CH:22]=1)(=[O:4])=[O:3].Br[C:24]1[S:25][CH:26]=[CH:27][CH:28]=1.C([O-])([O-])=O.[Na+].[Na+], predict the reaction product. The product is: [CH3:1][S:2]([C:5]1[CH:6]=[CH:7][C:8]2[N:12]=[C:11]([C:13]3[CH:18]=[CH:17][C:16]([C:24]4[S:25][CH:26]=[CH:27][CH:28]=4)=[CH:15][CH:14]=3)[NH:10][C:9]=2[CH:22]=1)(=[O:4])=[O:3]. (3) Given the reactants [C:1]([C:3]1[CH:4]=[N:5][C:6]2[C:11]([CH:12]=1)=[CH:10][C:9]([O:13][CH:14]([S:25][CH3:26])[C:15]([NH:17][C:18]([CH2:22][O:23][CH3:24])([CH3:21])[CH2:19][OH:20])=[O:16])=[CH:8][CH:7]=2)#[CH:2].CC(OI1(OC(C)=O)(OC(C)=O)OC(=O)C2C=CC=CC1=2)=O.C([O-])(O)=O.[Na+], predict the reaction product. The product is: [C:1]([C:3]1[CH:4]=[N:5][C:6]2[C:11]([CH:12]=1)=[CH:10][C:9]([O:13][CH:14]([S:25][CH3:26])[C:15]([NH:17][C:18]([CH2:22][O:23][CH3:24])([CH3:21])[CH:19]=[O:20])=[O:16])=[CH:8][CH:7]=2)#[CH:2].